From a dataset of Reaction yield outcomes from USPTO patents with 853,638 reactions. Predict the reaction yield, written as a fraction of the theoretical maximum amount of product (1.0 means a 100% yield; for example, 0.34 means a 34% yield). The reactants are N1CCCC1.C([O:9][C:10]1[C:22]([C:23]([F:26])([F:25])[F:24])=[CH:21][CH:20]=[C:19]([CH2:27][O:28][C:29]2[CH:34]=[CH:33][C:32]([N:35](C(OCC=C)=O)[CH3:36])=[CH:31][CH:30]=2)[C:11]=1[C:12]([O:14][C:15]([CH3:18])([CH3:17])[CH3:16])=[O:13])C=C. The catalyst is O1CCOCC1.O.C1C=CC([P]([Pd]([P](C2C=CC=CC=2)(C2C=CC=CC=2)C2C=CC=CC=2)([P](C2C=CC=CC=2)(C2C=CC=CC=2)C2C=CC=CC=2)[P](C2C=CC=CC=2)(C2C=CC=CC=2)C2C=CC=CC=2)(C2C=CC=CC=2)C2C=CC=CC=2)=CC=1. The product is [OH:9][C:10]1[C:22]([C:23]([F:26])([F:25])[F:24])=[CH:21][CH:20]=[C:19]([CH2:27][O:28][C:29]2[CH:34]=[CH:33][C:32]([NH:35][CH3:36])=[CH:31][CH:30]=2)[C:11]=1[C:12]([O:14][C:15]([CH3:18])([CH3:17])[CH3:16])=[O:13]. The yield is 0.770.